This data is from Peptide-MHC class II binding affinity with 134,281 pairs from IEDB. The task is: Regression. Given a peptide amino acid sequence and an MHC pseudo amino acid sequence, predict their binding affinity value. This is MHC class II binding data. The peptide sequence is PEQIQLLKKAFDAFD. The MHC is HLA-DPA10103-DPB10401 with pseudo-sequence HLA-DPA10103-DPB10401. The binding affinity (normalized) is 0.216.